This data is from Forward reaction prediction with 1.9M reactions from USPTO patents (1976-2016). The task is: Predict the product of the given reaction. (1) Given the reactants [C:1]([O:5][C:6]([N:8]1[CH2:13][CH2:12][NH:11][C@@H:10]([CH3:14])[CH2:9]1)=[O:7])([CH3:4])([CH3:3])[CH3:2].[Br:15][C:16]1[CH:17]=[N:18][C:19](Cl)=[N:20][CH:21]=1.C(N(CC)CC)C.O1CCOCC1, predict the reaction product. The product is: [Br:15][C:16]1[CH:17]=[N:18][C:19]([N:11]2[CH2:12][CH2:13][N:8]([C:6]([O:5][C:1]([CH3:4])([CH3:2])[CH3:3])=[O:7])[CH2:9][C@@H:10]2[CH3:14])=[N:20][CH:21]=1. (2) Given the reactants O.[OH:2][C:3]1([CH2:16][CH:17]([OH:20])CO)[CH2:15][CH2:14][C:6]2([O:11][CH2:10][C:9]([CH3:13])([CH3:12])[CH2:8][O:7]2)[CH2:5][CH2:4]1, predict the reaction product. The product is: [OH:2][C:3]1([CH2:16][CH:17]=[O:20])[CH2:15][CH2:14][C:6]2([O:7][CH2:8][C:9]([CH3:12])([CH3:13])[CH2:10][O:11]2)[CH2:5][CH2:4]1. (3) Given the reactants [CH3:1][CH:2]([CH3:31])[CH2:3][C@H:4]([NH:23][C:24](=[O:30])[O:25][C:26]([CH3:29])([CH3:28])[CH3:27])[CH2:5][O:6][C:7]1[CH:8]=[CH:9][C:10]2[C:19]3[C:14](=[CH:15][N:16]=[CH:17][CH:18]=3)[C:13](=[O:20])[N:12]([CH3:21])[C:11]=2[CH:22]=1.[H-].[Na+].CI.[C:36](OCC)(=O)C, predict the reaction product. The product is: [CH3:36][N:23]([C@@H:4]([CH2:3][CH:2]([CH3:31])[CH3:1])[CH2:5][O:6][C:7]1[CH:8]=[CH:9][C:10]2[C:19]3[C:14](=[CH:15][N:16]=[CH:17][CH:18]=3)[C:13](=[O:20])[N:12]([CH3:21])[C:11]=2[CH:22]=1)[C:24](=[O:30])[O:25][C:26]([CH3:29])([CH3:28])[CH3:27]. (4) Given the reactants CS([O:5][CH2:6][CH2:7][CH2:8][C:9]1[O:13][N:12]=[C:11]([C:14]2[CH:19]=[CH:18][C:17]([C:20]([F:23])([F:22])[F:21])=[CH:16][CH:15]=2)[CH:10]=1)(=O)=O.[I-].[Na+].O[C:27]1[CH:32]=[CH:31][C:30]([CH2:33][C:34]([O:36]C)=[O:35])=[CH:29][CH:28]=1.C(=O)([O-])[O-].[K+].[K+].Cl, predict the reaction product. The product is: [F:21][C:20]([F:23])([F:22])[C:17]1[CH:18]=[CH:19][C:14]([C:11]2[CH:10]=[C:9]([CH2:8][CH2:7][CH2:6][O:5][C:27]3[CH:32]=[CH:31][C:30]([CH2:33][C:34]([OH:36])=[O:35])=[CH:29][CH:28]=3)[O:13][N:12]=2)=[CH:15][CH:16]=1. (5) Given the reactants [NH2:1][C@@H:2]([C@@H:40]([C:47]1[CH:52]=[CH:51][C:50]([F:53])=[CH:49][CH:48]=1)[CH:41]1[CH2:46][CH2:45][O:44][CH2:43][CH2:42]1)[C:3]([NH:5][C:6]1[CH:38]=[CH:37][CH:36]=[C:35]([F:39])[C:7]=1[CH2:8][CH2:9][C@@H:10]1[N:18]([S:19]([C:22]2[CH:27]=[CH:26][CH:25]=[CH:24][CH:23]=2)(=[O:21])=[O:20])[CH2:17][C:14]2([CH2:16][CH2:15]2)[CH2:13][N:12]([C:28]([O:30][C:31]([CH3:34])([CH3:33])[CH3:32])=[O:29])[CH2:11]1)=[O:4].C(N(C(C)C)CC)(C)C.[CH3:63][O:64][C:65](Cl)=[O:66], predict the reaction product. The product is: [F:39][C:35]1[CH:36]=[CH:37][CH:38]=[C:6]([NH:5][C:3](=[O:4])[C@@H:2]([NH:1][C:65]([O:64][CH3:63])=[O:66])[C@@H:40]([C:47]2[CH:52]=[CH:51][C:50]([F:53])=[CH:49][CH:48]=2)[CH:41]2[CH2:46][CH2:45][O:44][CH2:43][CH2:42]2)[C:7]=1[CH2:8][CH2:9][C@@H:10]1[N:18]([S:19]([C:22]2[CH:23]=[CH:24][CH:25]=[CH:26][CH:27]=2)(=[O:21])=[O:20])[CH2:17][C:14]2([CH2:15][CH2:16]2)[CH2:13][N:12]([C:28]([O:30][C:31]([CH3:34])([CH3:32])[CH3:33])=[O:29])[CH2:11]1. (6) Given the reactants [O:1]=[C:2]1[CH2:11][CH2:10][C:9]2[C:4](=[CH:5][C:6]([CH:12]=O)=[CH:7][CH:8]=2)[NH:3]1.[NH:14]1[CH2:19][CH2:18][CH:17]([NH:20][C:21](=[O:27])[O:22][C:23]([CH3:26])([CH3:25])[CH3:24])[CH2:16][CH2:15]1.[BH-](OC(C)=O)(OC(C)=O)OC(C)=O.[Na+].C([O-])(O)=O.[Na+], predict the reaction product. The product is: [O:1]=[C:2]1[CH2:11][CH2:10][C:9]2[C:4](=[CH:5][C:6]([CH2:12][N:14]3[CH2:15][CH2:16][CH:17]([NH:20][C:21](=[O:27])[O:22][C:23]([CH3:25])([CH3:24])[CH3:26])[CH2:18][CH2:19]3)=[CH:7][CH:8]=2)[NH:3]1.